Dataset: NCI-60 drug combinations with 297,098 pairs across 59 cell lines. Task: Regression. Given two drug SMILES strings and cell line genomic features, predict the synergy score measuring deviation from expected non-interaction effect. (1) Drug 1: CC12CCC3C(C1CCC2O)C(CC4=C3C=CC(=C4)O)CCCCCCCCCS(=O)CCCC(C(F)(F)F)(F)F. Drug 2: COC1=NC(=NC2=C1N=CN2C3C(C(C(O3)CO)O)O)N. Cell line: SF-268. Synergy scores: CSS=-0.520, Synergy_ZIP=0.822, Synergy_Bliss=-0.232, Synergy_Loewe=-0.670, Synergy_HSA=-2.70. (2) Drug 1: COC1=NC(=NC2=C1N=CN2C3C(C(C(O3)CO)O)O)N. Drug 2: N.N.Cl[Pt+2]Cl. Cell line: HCT-15. Synergy scores: CSS=40.7, Synergy_ZIP=-6.39, Synergy_Bliss=-4.48, Synergy_Loewe=-8.89, Synergy_HSA=-1.64. (3) Drug 1: CN(CC1=CN=C2C(=N1)C(=NC(=N2)N)N)C3=CC=C(C=C3)C(=O)NC(CCC(=O)O)C(=O)O. Drug 2: CC1CCC2CC(C(=CC=CC=CC(CC(C(=O)C(C(C(=CC(C(=O)CC(OC(=O)C3CCCCN3C(=O)C(=O)C1(O2)O)C(C)CC4CCC(C(C4)OC)O)C)C)O)OC)C)C)C)OC. Cell line: RXF 393. Synergy scores: CSS=17.8, Synergy_ZIP=-10.1, Synergy_Bliss=-8.15, Synergy_Loewe=-9.99, Synergy_HSA=-5.68. (4) Drug 1: CC1=C(C=C(C=C1)NC2=NC=CC(=N2)N(C)C3=CC4=NN(C(=C4C=C3)C)C)S(=O)(=O)N.Cl. Drug 2: C1CCN(CC1)CCOC2=CC=C(C=C2)C(=O)C3=C(SC4=C3C=CC(=C4)O)C5=CC=C(C=C5)O. Cell line: UACC-257. Synergy scores: CSS=3.31, Synergy_ZIP=1.63, Synergy_Bliss=6.70, Synergy_Loewe=4.44, Synergy_HSA=4.58.